This data is from Peptide-MHC class II binding affinity with 134,281 pairs from IEDB. The task is: Regression. Given a peptide amino acid sequence and an MHC pseudo amino acid sequence, predict their binding affinity value. This is MHC class II binding data. The peptide sequence is WREMHHLVEFEPPHA. The MHC is DRB1_0404 with pseudo-sequence DRB1_0404. The binding affinity (normalized) is 0.139.